Dataset: Forward reaction prediction with 1.9M reactions from USPTO patents (1976-2016). Task: Predict the product of the given reaction. (1) Given the reactants O/[CH:2]=[C:3]1\[C:4](=O)[C@:5]2([C:18]3[CH:23]=[CH:22][CH:21]=[CH:20][CH:19]=3)[C@@H:10]([CH2:11][CH2:12]\1)[C@H:9]([CH3:13])[C:8]1([O:17][CH2:16][CH2:15][O:14]1)[CH2:7][CH2:6]2.[F:25][C:26]1[CH:31]=[CH:30][CH:29]=[C:28]([F:32])[C:27]=1[C:33](=[NH:35])[NH2:34].N1CCCCC1, predict the reaction product. The product is: [F:25][C:26]1[CH:31]=[CH:30][CH:29]=[C:28]([F:32])[C:27]=1[C:33]1[N:34]=[CH:2][C:3]2[CH2:12][CH2:11][C@H:10]3[C@H:9]([CH3:13])[C:8]4([CH2:7][CH2:6][C@:5]3([C:18]3[CH:23]=[CH:22][CH:21]=[CH:20][CH:19]=3)[C:4]=2[N:35]=1)[O:17][CH2:16][CH2:15][O:14]4. (2) Given the reactants S(Cl)([Cl:3])=O.[Br:5][C:6]1[CH:10]=[C:9]([C:11](O)=[O:12])[N:8]([C:14]2[C:19]([Cl:20])=[CH:18][CH:17]=[CH:16][N:15]=2)[N:7]=1, predict the reaction product. The product is: [Br:5][C:6]1[CH:10]=[C:9]([C:11]([Cl:3])=[O:12])[N:8]([C:14]2[C:19]([Cl:20])=[CH:18][CH:17]=[CH:16][N:15]=2)[N:7]=1. (3) Given the reactants [Cl:1][C:2]1[N:10]=[C:9]2[C:5]([N:6]=[CH:7][N:8]2[CH3:11])=[C:4]([N:12]2[CH2:17][CH2:16][O:15][CH2:14][CH2:13]2)[N:3]=1.CN(CCN(C)C)C.[Li]CCCC.[C:31]([O:35][C:36]([N:38]1[CH2:43][CH2:42][CH2:41][C:40](=[O:44])[CH2:39]1)=[O:37])([CH3:34])([CH3:33])[CH3:32], predict the reaction product. The product is: [C:31]([O:35][C:36]([N:38]1[CH2:43][CH2:42][CH2:41][C:40]([C:7]2[N:8]([CH3:11])[C:9]3[C:5]([N:6]=2)=[C:4]([N:12]2[CH2:17][CH2:16][O:15][CH2:14][CH2:13]2)[N:3]=[C:2]([Cl:1])[N:10]=3)([OH:44])[CH2:39]1)=[O:37])([CH3:34])([CH3:32])[CH3:33]. (4) Given the reactants [CH2:1]([C:3]1[N:4]=[C:5]2[CH:10]=[CH:9][CH:8]=[C:7]([C:11](O)=[O:12])[N:6]2[CH:14]=1)[CH3:2].[BH4-].[Na+].Cl.[OH-].[Na+], predict the reaction product. The product is: [CH2:1]([C:3]1[N:4]=[C:5]2[CH:10]=[CH:9][CH:8]=[C:7]([CH2:11][OH:12])[N:6]2[CH:14]=1)[CH3:2]. (5) Given the reactants [CH2:1]([O:3][C:4]([C:6]1[CH:7]=[C:8]2[C:13](=[CH:14][CH:15]=1)[O:12][CH2:11][CH2:10][CH2:9]2)=[O:5])[CH3:2].[CH3:16][O:17]C(Cl)Cl, predict the reaction product. The product is: [CH2:1]([O:3][C:4]([C:6]1[CH:7]=[C:8]2[C:13](=[C:14]([CH:16]=[O:17])[CH:15]=1)[O:12][CH2:11][CH2:10][CH2:9]2)=[O:5])[CH3:2]. (6) Given the reactants CO[C:3]1[C:4]2[N:11]=[C:10]([C:12]3[N:16]([CH3:17])[C:15]([C:18]4[CH:22]=[CH:21][S:20][CH:19]=4)=[N:14][C:13]=3[C:23]3[CH:28]=[CH:27][CH:26]=[CH:25][CH:24]=3)[S:9][C:5]=2[N:6]=[CH:7][N:8]=1.[NH3:29], predict the reaction product. The product is: [CH3:17][N:16]1[C:12]([C:10]2[S:9][C:5]3[N:6]=[CH:7][N:8]=[C:3]([NH2:29])[C:4]=3[N:11]=2)=[C:13]([C:23]2[CH:24]=[CH:25][CH:26]=[CH:27][CH:28]=2)[N:14]=[C:15]1[C:18]1[CH:22]=[CH:21][S:20][CH:19]=1.